The task is: Predict which catalyst facilitates the given reaction.. This data is from Catalyst prediction with 721,799 reactions and 888 catalyst types from USPTO. Reactant: [OH:1][C:2]1[CH:3]=[C:4]([NH:8][C:9](=[O:15])[O:10][C:11]([CH3:14])([CH3:13])[CH3:12])[CH:5]=[CH:6][CH:7]=1.C([O-])([O-])=O.[K+].[K+].[Na+].[I-].Cl[C:25]1[CH:26]=C(C=C[CH:32]=1)CBr. Product: [C:11]([O:10][C:9](=[O:15])[NH:8][C:4]1[CH:5]=[CH:6][CH:7]=[C:2]([O:1][CH2:26][C:25]#[CH:32])[CH:3]=1)([CH3:12])([CH3:14])[CH3:13]. The catalyst class is: 136.